Dataset: Peptide-MHC class II binding affinity with 134,281 pairs from IEDB. Task: Regression. Given a peptide amino acid sequence and an MHC pseudo amino acid sequence, predict their binding affinity value. This is MHC class II binding data. (1) The peptide sequence is TSAVGAPTGATTAAA. The MHC is DRB1_0405 with pseudo-sequence DRB1_0405. The binding affinity (normalized) is 0.0766. (2) The peptide sequence is IDSSYFANVLAKKMP. The MHC is DRB3_0101 with pseudo-sequence DRB3_0101. The binding affinity (normalized) is 0.363. (3) The peptide sequence is LLKDLEEGIQTLMGR. The MHC is DRB1_0401 with pseudo-sequence DRB1_0401. The binding affinity (normalized) is 0.178.